This data is from Reaction yield outcomes from USPTO patents with 853,638 reactions. The task is: Predict the reaction yield, written as a fraction of the theoretical maximum amount of product (1.0 means a 100% yield; for example, 0.34 means a 34% yield). (1) The reactants are Br[CH:2]([C:5](=O)[C:6]([CH3:9])([CH3:8])[CH3:7])[C:3]#[N:4].[NH2:11][C:12]([NH2:14])=[S:13]. No catalyst specified. The product is [NH2:14][C:12]1[S:13][C:2]([C:3]#[N:4])=[C:5]([C:6]([CH3:9])([CH3:8])[CH3:7])[N:11]=1. The yield is 0.663. (2) The reactants are [H-].[H-].[H-].[H-].[Li+].[Al+3].[C:7]([O:11][C:12](=[O:36])[NH:13][C@@H:14]([C:30](=[O:35])N(OC)C)[CH2:15][C:16]1[CH:21]=[CH:20][C:19]([O:22][CH2:23][C:24]2[CH:29]=[CH:28][CH:27]=[CH:26][CH:25]=2)=[CH:18][CH:17]=1)([CH3:10])([CH3:9])[CH3:8]. The catalyst is C1COCC1. The product is [C:7]([O:11][C:12](=[O:36])[NH:13][C@H:14]([CH2:15][C:16]1[CH:17]=[CH:18][C:19]([O:22][CH2:23][C:24]2[CH:29]=[CH:28][CH:27]=[CH:26][CH:25]=2)=[CH:20][CH:21]=1)[CH:30]=[O:35])([CH3:10])([CH3:8])[CH3:9]. The yield is 0.990. (3) The reactants are [CH3:1][C:2]1[CH:11]=[CH:10][C:9]2[C:4](=[CH:5][CH:6]=[CH:7][C:8]=2[N:12]2[CH2:17][CH2:16][N:15](CCC3C=C(C=CC=3)N)[CH2:14][CH2:13]2)[N:3]=1.C(=O)([O-])[O-].[K+].[K+].Cl[CH2:34][C:35]([C:37]1[CH:38]=[C:39]([NH:43][C:44](=[O:46])[CH3:45])[CH:40]=[CH:41][CH:42]=1)=[O:36]. The catalyst is CN(C=O)C.O. The product is [CH3:1][C:2]1[CH:11]=[CH:10][C:9]2[C:4](=[CH:5][CH:6]=[CH:7][C:8]=2[N:12]2[CH2:17][CH2:16][N:15]([CH2:34][C:35]([C:37]3[CH:38]=[C:39]([NH:43][C:44](=[O:46])[CH3:45])[CH:40]=[CH:41][CH:42]=3)=[O:36])[CH2:14][CH2:13]2)[N:3]=1. The yield is 0.420. (4) The reactants are [OH-:1].[K+].[NH2:3][CH2:4][C:5]1[C:10]2[N:11]([CH3:14])[CH:12]=[N:13][C:9]=2[CH:8]=[C:7]([C:15]#[N:16])[C:6]=1[C:17]1[CH:22]=[CH:21][CH:20]=[CH:19][C:18]=1[Cl:23].Cl. The catalyst is OO.CO. The product is [NH2:3][CH2:4][C:5]1[C:10]2[N:11]([CH3:14])[CH:12]=[N:13][C:9]=2[CH:8]=[C:7]([C:15]([NH2:16])=[O:1])[C:6]=1[C:17]1[CH:22]=[CH:21][CH:20]=[CH:19][C:18]=1[Cl:23]. The yield is 0.500.